This data is from Peptide-MHC class II binding affinity with 134,281 pairs from IEDB. The task is: Regression. Given a peptide amino acid sequence and an MHC pseudo amino acid sequence, predict their binding affinity value. This is MHC class II binding data. (1) The peptide sequence is QKRGIVKENIIDLTKI. The MHC is DRB1_0802 with pseudo-sequence DRB1_0802. The binding affinity (normalized) is 0.501. (2) The peptide sequence is GLGSLTTLLRALGAQ. The MHC is DRB1_1302 with pseudo-sequence DRB1_1302. The binding affinity (normalized) is 0.219. (3) The peptide sequence is ITKGKVDPTDYFRNE. The MHC is HLA-DQA10104-DQB10503 with pseudo-sequence HLA-DQA10104-DQB10503. The binding affinity (normalized) is 0. (4) The peptide sequence is WTGGGSDKALAAATP. The MHC is DRB1_0101 with pseudo-sequence DRB1_0101. The binding affinity (normalized) is 0.380. (5) The peptide sequence is ALSYYPTPLAKEDFL. The MHC is HLA-DPA10201-DPB10501 with pseudo-sequence HLA-DPA10201-DPB10501. The binding affinity (normalized) is 0.512. (6) The peptide sequence is PSSASPWSWPDLDLK. The MHC is DRB1_0404 with pseudo-sequence DRB1_0404. The binding affinity (normalized) is 0.203.